From a dataset of Buchwald-Hartwig C-N cross coupling reaction yields with 55,370 reactions. Predict the reaction yield, written as a fraction of the theoretical maximum amount of product (1.0 means a 100% yield; for example, 0.34 means a 34% yield). The reactants are Clc1cccnc1.Cc1ccc(N)cc1.O=S(=O)(O[Pd]1c2ccccc2-c2ccccc2N~1)C(F)(F)F.COc1ccc(OC)c(P([C@]23C[C@H]4C[C@H](C[C@H](C4)C2)C3)[C@]23C[C@H]4C[C@H](C[C@H](C4)C2)C3)c1-c1c(C(C)C)cc(C(C)C)cc1C(C)C.CCN=P(N=P(N(C)C)(N(C)C)N(C)C)(N(C)C)N(C)C.c1ccc(CN(Cc2ccccc2)c2ccno2)cc1. No catalyst specified. The product is Cc1ccc(Nc2cccnc2)cc1. The yield is 0.167.